This data is from Reaction yield outcomes from USPTO patents with 853,638 reactions. The task is: Predict the reaction yield, written as a fraction of the theoretical maximum amount of product (1.0 means a 100% yield; for example, 0.34 means a 34% yield). (1) The reactants are FC(F)(F)C(O)=O.[OH:8][C:9]1[CH:43]=[CH:42][C:12]([O:13][CH2:14][CH2:15][CH:16]2[CH2:21][CH2:20][N:19]([C:22]3[CH:23]=[N:24][CH:25]=[C:26]([O:28][CH2:29][C@@H:30]4[CH2:34][CH2:33][CH2:32][N:31]4C(OC(C)(C)C)=O)[CH:27]=3)[CH2:18][CH2:17]2)=[CH:11][CH:10]=1. The catalyst is C(Cl)Cl.O. The product is [NH:31]1[CH2:32][CH2:33][CH2:34][C@H:30]1[CH2:29][O:28][C:26]1[CH:27]=[C:22]([N:19]2[CH2:18][CH2:17][CH:16]([CH2:15][CH2:14][O:13][C:12]3[CH:42]=[CH:43][C:9]([OH:8])=[CH:10][CH:11]=3)[CH2:21][CH2:20]2)[CH:23]=[N:24][CH:25]=1. The yield is 0.580. (2) The yield is 0.760. The product is [N:13]1([C:4]([C:3]2[CH:7]=[CH:8][C:9]([F:11])=[CH:10][C:2]=2[F:1])=[O:5])[CH2:16][CH2:15][CH2:14]1. The reactants are [F:1][C:2]1[CH:10]=[C:9]([F:11])[CH:8]=[CH:7][C:3]=1[C:4](Cl)=[O:5].Cl.[NH:13]1[CH2:16][CH2:15][CH2:14]1.CCN(CC)CC. The catalyst is C(Cl)Cl.